This data is from Reaction yield outcomes from USPTO patents with 853,638 reactions. The task is: Predict the reaction yield, written as a fraction of the theoretical maximum amount of product (1.0 means a 100% yield; for example, 0.34 means a 34% yield). (1) The reactants are [CH3:1][C:2]1[CH:7]=[C:6]([C:8](O)([C:13]([F:16])([F:15])[F:14])[C:9]([F:12])([F:11])[F:10])[CH:5]=[C:4]([CH3:18])[C:3]=1[NH:19][C:20](=[O:36])[C:21]1[CH:26]=[CH:25][CH:24]=[C:23]([NH:27][C:28](=[O:35])[C:29]2[CH:34]=[CH:33][CH:32]=[CH:31][CH:30]=2)[CH:22]=1.S(Cl)([Cl:39])=O. The catalyst is N1C=CC=CC=1. The product is [CH3:1][C:2]1[CH:7]=[C:6]([C:8]([Cl:39])([C:13]([F:16])([F:15])[F:14])[C:9]([F:12])([F:11])[F:10])[CH:5]=[C:4]([CH3:18])[C:3]=1[NH:19][C:20](=[O:36])[C:21]1[CH:26]=[CH:25][CH:24]=[C:23]([NH:27][C:28](=[O:35])[C:29]2[CH:34]=[CH:33][CH:32]=[CH:31][CH:30]=2)[CH:22]=1. The yield is 0.750. (2) The reactants are [OH:1][C:2]1[N:6]([C:7]2[CH:12]=[C:11]([C:13]([O:15][CH3:16])=[O:14])[CH:10]=[CH:9][N:8]=2)[N:5]=[CH:4][CH:3]=1.O[CH2:18][C:19]1[CH:26]=[CH:25][C:22]([C:23]#[N:24])=[CH:21][C:20]=1[CH3:27].C1C=CC(P(C2C=CC=CC=2)C2C=CC=CC=2)=CC=1.CC(OC(/N=N/C(OC(C)C)=O)=O)C. The catalyst is C1COCC1. The product is [C:23]([C:22]1[CH:25]=[CH:26][C:19]([CH2:18][O:1][C:2]2[N:6]([C:7]3[CH:12]=[C:11]([C:13]([O:15][CH3:16])=[O:14])[CH:10]=[CH:9][N:8]=3)[N:5]=[CH:4][CH:3]=2)=[C:20]([CH3:27])[CH:21]=1)#[N:24]. The yield is 0.630. (3) The reactants are C(Cl)Cl.COC1C=CC(C[O:11][CH2:12][C:13]2[CH:18]=[CH:17][C:16]([CH:19]([CH3:24])[CH2:20][CH2:21][CH2:22][CH3:23])=[CH:15][CH:14]=2)=CC=1.ClC1C(=O)C(C#N)=C(C#N)C(=O)C=1Cl.C(=O)([O-])O.[Na+]. The catalyst is O. The product is [CH3:24][CH:19]([C:16]1[CH:17]=[CH:18][C:13]([CH2:12][OH:11])=[CH:14][CH:15]=1)[CH2:20][CH2:21][CH2:22][CH3:23]. The yield is 0.800. (4) The product is [Cl:8][C:6]1[N:5]=[N:4][C:3]([C:9]([O:11][CH2:12][CH3:13])=[O:10])=[C:2]([NH:14][C:15]2[CH:16]=[CH:17][CH:18]=[C:19]([C:21]([OH:24])([CH3:22])[CH3:23])[N:20]=2)[CH:7]=1. The yield is 0.591. The reactants are Cl[C:2]1[CH:7]=[C:6]([Cl:8])[N:5]=[N:4][C:3]=1[C:9]([O:11][CH2:12][CH3:13])=[O:10].[NH2:14][C:15]1[N:20]=[C:19]([C:21]([OH:24])([CH3:23])[CH3:22])[CH:18]=[CH:17][CH:16]=1. The catalyst is C(#N)C. (5) The reactants are Cl[C:2]1[CH:3]=[CH:4][C:5]2[C:6](=[N:8][N:9]([CH3:11])[CH:10]=2)[N:7]=1.[CH2:12]1[C:21]2[C:16](=[CH:17][CH:18]=[CH:19][CH:20]=2)[CH2:15][CH2:14][N:13]1[CH2:22][CH:23]([OH:41])[CH2:24][O:25][C:26]1[CH:31]=[CH:30][CH:29]=[C:28](B2OC(C)(C)C(C)(C)O2)[CH:27]=1.C([O-])([O-])=O.[K+].[K+]. The catalyst is O1CCOCC1.O.C1C=CC(P(C2C=CC=CC=2)[C-]2C=CC=C2)=CC=1.C1C=CC(P(C2C=CC=CC=2)[C-]2C=CC=C2)=CC=1.Cl[Pd]Cl.[Fe+2]. The product is [CH2:12]1[C:21]2[C:16](=[CH:17][CH:18]=[CH:19][CH:20]=2)[CH2:15][CH2:14][N:13]1[CH2:22][CH:23]([OH:41])[CH2:24][O:25][C:26]1[CH:31]=[CH:30][CH:29]=[C:28]([C:2]2[CH:3]=[CH:4][C:5]3[C:6](=[N:8][N:9]([CH3:11])[CH:10]=3)[N:7]=2)[CH:27]=1. The yield is 0.0240. (6) The reactants are [CH3:1][O:2][C:3]1[CH:8]=[CH:7][CH:6]=[C:5]([O:9][CH3:10])[CH:4]=1.[Br:11][CH2:12][C:13](Br)=[O:14].[Al+3].[Cl-].[Cl-].[Cl-]. The catalyst is Cl. The product is [Br:11][CH2:12][C:13]([C:6]1[CH:7]=[CH:8][C:3]([O:2][CH3:1])=[CH:4][C:5]=1[O:9][CH3:10])=[O:14]. The yield is 0.520. (7) The reactants are [CH2:1]([OH:11])[CH2:2][CH2:3][CH2:4][CH2:5][CH2:6][CH2:7][CH2:8][CH:9]=[CH2:10].[C:12](O)(=[O:22])[CH2:13][CH2:14][CH2:15][CH2:16][CH2:17][CH2:18][CH2:19][CH:20]=[CH2:21]. The catalyst is C(OCC)(=O)C.CCCCCC. The product is [C:1]([O:22][CH2:12][CH2:13][CH2:14][CH2:15][CH2:16][CH2:17][CH2:18][CH2:19][CH:20]=[CH2:21])(=[O:11])[CH2:2][CH2:3][CH2:4][CH2:5][CH2:6][CH2:7][CH2:8][CH:9]=[CH2:10]. The yield is 0.927.